Dataset: Forward reaction prediction with 1.9M reactions from USPTO patents (1976-2016). Task: Predict the product of the given reaction. (1) Given the reactants [CH3:1][N:2]1[C:10]2[C:5](=[C:6]([CH3:11])[CH:7]=[CH:8][CH:9]=2)[C:4]([CH2:12][N:13]2[C:17]3[CH:18]=[CH:19][CH:20]=[CH:21][C:16]=3[N:15]([C@@H:22]([CH2:27][CH2:28][CH3:29])[CH2:23][C:24]([OH:26])=[O:25])[C:14]2=[O:30])=[CH:3]1.[OH-].[Na+:32], predict the reaction product. The product is: [CH3:1][N:2]1[C:10]2[C:5](=[C:6]([CH3:11])[CH:7]=[CH:8][CH:9]=2)[C:4]([CH2:12][N:13]2[C:17]3[CH:18]=[CH:19][CH:20]=[CH:21][C:16]=3[N:15]([C@@H:22]([CH2:27][CH2:28][CH3:29])[CH2:23][C:24]([O-:26])=[O:25])[C:14]2=[O:30])=[CH:3]1.[Na+:32]. (2) Given the reactants [CH3:1][C@@H:2]1[C@H:6]([C:7]2[CH:12]=[CH:11][CH:10]=[CH:9][CH:8]=2)[O:5][C:4](=[O:13])[N:3]1[C:14](=[O:32])[CH:15]([C:17]1[CH:22]=[CH:21][C:20](B2OC(C)(C)C(C)(C)O2)=[CH:19][CH:18]=1)[CH3:16].[Cl:33][C:34]1[CH:39]=[CH:38][CH:37]=[CH:36][C:35]=1[C@H:40]([O:42][C:43](=[O:58])[NH:44][C:45]1[C:46]([CH3:57])=[N:47][O:48][C:49]=1[C:50]1[CH:55]=[CH:54][C:53](Br)=[CH:52][CH:51]=1)[CH3:41], predict the reaction product. The product is: [Cl:33][C:34]1[CH:39]=[CH:38][CH:37]=[CH:36][C:35]=1[C@H:40]([O:42][C:43](=[O:58])[NH:44][C:45]1[C:46]([CH3:57])=[N:47][O:48][C:49]=1[C:50]1[CH:55]=[CH:54][C:53]([C:20]2[CH:19]=[CH:18][C:17]([CH:15]([CH3:16])[C:14]([N:3]3[C@H:2]([CH3:1])[C@H:6]([C:7]4[CH:8]=[CH:9][CH:10]=[CH:11][CH:12]=4)[O:5][C:4]3=[O:13])=[O:32])=[CH:22][CH:21]=2)=[CH:52][CH:51]=1)[CH3:41]. (3) Given the reactants [Cl:1][C:2]1[CH:7]=[CH:6][C:5]([C:8]2([C:11]([N:13]3[CH2:17][C@H:16]([S:18]([C:21]4[CH:26]=[CH:25][C:24]([Cl:27])=[CH:23][C:22]=4[Cl:28])(=[O:20])=[O:19])[CH2:15][C@H:14]3[C:29](O)=[O:30])=[O:12])[CH2:10][CH2:9]2)=[CH:4][CH:3]=1.[NH2:32][C@@H:33]([CH2:42][CH2:43][CH3:44])[C@H:34]([OH:41])[C:35]([NH:37][CH:38]1[CH2:40][CH2:39]1)=[O:36], predict the reaction product. The product is: [Cl:1][C:2]1[CH:7]=[CH:6][C:5]([C:8]2([C:11]([N:13]3[CH2:17][C@H:16]([S:18]([C:21]4[CH:26]=[CH:25][C:24]([Cl:27])=[CH:23][C:22]=4[Cl:28])(=[O:20])=[O:19])[CH2:15][C@H:14]3[C:29]([NH:32][C@@H:33]([CH2:42][CH2:43][CH3:44])[C:34](=[O:41])[C:35]([NH:37][CH:38]3[CH2:40][CH2:39]3)=[O:36])=[O:30])=[O:12])[CH2:10][CH2:9]2)=[CH:4][CH:3]=1. (4) Given the reactants [Cl:1][C:2]1[C:3]2[CH:18]=[C:17]([OH:19])[C:16]([OH:20])=[CH:15][C:4]=2[S:5][C:6]=1[C:7]([N:9]1[CH2:14][CH2:13][O:12][CH2:11][CH2:10]1)=[O:8].[N+:21]([O-])([OH:23])=[O:22], predict the reaction product. The product is: [Cl:1][C:2]1[C:3]2[CH:18]=[C:17]([OH:19])[C:16]([OH:20])=[C:15]([N+:21]([O-:23])=[O:22])[C:4]=2[S:5][C:6]=1[C:7]([N:9]1[CH2:10][CH2:11][O:12][CH2:13][CH2:14]1)=[O:8]. (5) Given the reactants [NH2:1][C:2]1[N:7]=[C:6]([CH2:8][OH:9])[C:5]([C:10]2[CH:15]=[CH:14][C:13]([NH:16][CH2:17][C:18]3[CH:23]=[CH:22][C:21]([Cl:24])=[CH:20][CH:19]=3)=[CH:12][CH:11]=2)=[C:4]([NH2:25])[N:3]=1.[H-].[Na+].[CH3:28]O, predict the reaction product. The product is: [Cl:24][C:21]1[CH:22]=[CH:23][C:18]([CH2:17][NH:16][C:13]2[CH:14]=[CH:15][C:10]([C:5]3[C:4]([NH2:25])=[N:3][C:2]([NH2:1])=[N:7][C:6]=3[CH2:8][O:9][CH3:28])=[CH:11][CH:12]=2)=[CH:19][CH:20]=1. (6) Given the reactants [N+:1]([C:4]1[CH:14]=[CH:13][C:7]2[NH:8][C:9](=[S:12])[CH2:10][O:11][C:6]=2[CH:5]=1)([O-])=O.S(S([O-])=O)([O-])=O.[Na+].[Na+], predict the reaction product. The product is: [NH2:1][C:4]1[CH:14]=[CH:13][C:7]2[NH:8][C:9](=[S:12])[CH2:10][O:11][C:6]=2[CH:5]=1. (7) Given the reactants [Cl:1][C:2]1[CH:3]=[C:4]([NH:8][C:9](SC)=[C:10]([C:14]#[N:15])[C:11]([NH2:13])=O)[CH:5]=[CH:6][CH:7]=1.[OH2:18].[NH2:19][NH2:20], predict the reaction product. The product is: [NH2:13][C:11]1[NH:20][N:19]=[C:9]([NH:8][C:4]2[CH:5]=[CH:6][CH:7]=[C:2]([Cl:1])[CH:3]=2)[C:10]=1[C:14]([NH2:15])=[O:18]. (8) Given the reactants C[O:2][C:3](=[O:42])[CH:4]([O:12][C:13]1[CH:22]=[CH:21][C:20]2[C:15](=[CH:16][CH:17]=[C:18]([CH2:23][NH:24][C:25]([C:27]3[O:28][C:29]([O:32][C:33]4[CH:38]=[C:37]([Cl:39])[CH:36]=[C:35]([Cl:40])[CH:34]=4)=[CH:30][CH:31]=3)=[O:26])[CH:19]=2)[C:14]=1[Br:41])[CH2:5][C:6]1[CH:11]=[CH:10][CH:9]=[CH:8][CH:7]=1.[OH-].[Na+].O, predict the reaction product. The product is: [Br:41][C:14]1[C:15]2[C:20](=[CH:19][C:18]([CH2:23][NH:24][C:25]([C:27]3[O:28][C:29]([O:32][C:33]4[CH:38]=[C:37]([Cl:39])[CH:36]=[C:35]([Cl:40])[CH:34]=4)=[CH:30][CH:31]=3)=[O:26])=[CH:17][CH:16]=2)[CH:21]=[CH:22][C:13]=1[O:12][CH:4]([CH2:5][C:6]1[CH:7]=[CH:8][CH:9]=[CH:10][CH:11]=1)[C:3]([OH:42])=[O:2].